Task: Predict the product of the given reaction.. Dataset: Forward reaction prediction with 1.9M reactions from USPTO patents (1976-2016) (1) Given the reactants [Cl:1][CH2:2][C:3]([C:5]1[CH:10]=[CH:9][CH:8]=[CH:7][CH:6]=1)=[O:4].[CH3:11][O:12][C:13]1[N:18]=[CH:17][C:16]([CH:19]([NH:31][C:32]2[CH:41]=[CH:40][CH:39]=[CH:38][C:33]=2[C:34]([O:36][CH3:37])=[O:35])[C:20](=[O:30])[O:21][C@@H:22]2[CH:27]3[CH2:28][CH2:29][N:24]([CH2:25][CH2:26]3)[CH2:23]2)=[CH:15][CH:14]=1.CC#N.O.C(Cl)Cl.CO, predict the reaction product. The product is: [Cl-:1].[CH3:37][O:36][C:34]([C:33]1[CH:38]=[CH:39][CH:40]=[CH:41][C:32]=1[NH:31][CH:19]([C:16]1[CH:17]=[N:18][C:13]([O:12][CH3:11])=[CH:14][CH:15]=1)[C:20]([O:21][C@@H:22]1[CH:27]2[CH2:26][CH2:25][N+:24]([CH2:2][C:3](=[O:4])[C:5]3[CH:10]=[CH:9][CH:8]=[CH:7][CH:6]=3)([CH2:29][CH2:28]2)[CH2:23]1)=[O:30])=[O:35]. (2) Given the reactants [C:1]([OH:5])(=[O:4])[CH:2]=O.[Cl:6][C:7]1[CH:8]=[C:9]2[C:14](=[CH:15][CH:16]=1)[CH2:13][N:12](C(=O)C)[CH:11]=[CH:10]2, predict the reaction product. The product is: [ClH:6].[Cl:6][C:7]1[CH:8]=[C:9]2[C:14](=[CH:15][CH:16]=1)[CH:13]=[N:12][CH:11]=[C:10]2[CH2:2][C:1]([OH:5])=[O:4]. (3) Given the reactants Br[CH2:2][C:3]([N:5]([C:18]1[CH:23]=[CH:22][C:21]([CH3:24])=[C:20]([CH3:25])[CH:19]=1)[CH2:6][CH2:7][C:8]1[CH:13]=[CH:12][C:11]([C:14]([F:17])([F:16])[F:15])=[CH:10][CH:9]=1)=[O:4].[CH3:26][C:27]1[NH:28][C:29]2[CH:35]=[CH:34][CH:33]=[CH:32][C:30]=2[N:31]=1, predict the reaction product. The product is: [CH3:25][C:20]1[CH:19]=[C:18]([N:5]([CH2:6][CH2:7][C:8]2[CH:13]=[CH:12][C:11]([C:14]([F:17])([F:16])[F:15])=[CH:10][CH:9]=2)[C:3](=[O:4])[CH2:2][N:28]2[C:29]3[CH:35]=[CH:34][CH:33]=[CH:32][C:30]=3[N:31]=[C:27]2[CH3:26])[CH:23]=[CH:22][C:21]=1[CH3:24]. (4) Given the reactants ClC1C=[CH:10][C:5]([C:6]([NH:8][OH:9])=[NH:7])=CC=1.[N:12]1C=C[N:15]=[CH:14][C:13]=1C#N.Cl.NO.C(=O)([O-])[O-].[Na+].[Na+], predict the reaction product. The product is: [OH:9][NH:8][C:6]([C:5]1[CH:10]=[N:15][CH:14]=[CH:13][N:12]=1)=[NH:7]. (5) The product is: [C:15]1([CH3:1])[CH:14]=[CH:25][CH:24]=[CH:23][C:16]=1[O:17][CH2:18][CH2:19][C:20]([OH:22])=[O:21]. Given the reactants [CH3:1]C1C=CC=CC=1OCCC#N.C[C:14]1[CH:15]=[C:16]([CH:23]=[CH:24][C:25]=1C)[O:17][CH2:18][CH2:19][C:20]([OH:22])=[O:21], predict the reaction product. (6) Given the reactants [CH:1]1([CH:6]=[C:7]([C:22]2[NH:30][C:25]3=[N:26][CH:27]=[CH:28][CH:29]=[C:24]3[CH:23]=2)[C:8]2[CH:13]=[CH:12][C:11]([S:14]([CH2:17][CH2:18][O:19][CH2:20][CH3:21])(=[O:16])=[O:15])=[CH:10][CH:9]=2)[CH2:5][CH2:4][CH2:3][CH2:2]1, predict the reaction product. The product is: [CH:1]1([CH2:6][CH:7]([C:22]2[NH:30][C:25]3=[N:26][CH:27]=[CH:28][CH:29]=[C:24]3[CH:23]=2)[C:8]2[CH:13]=[CH:12][C:11]([S:14]([CH2:17][CH2:18][O:19][CH2:20][CH3:21])(=[O:15])=[O:16])=[CH:10][CH:9]=2)[CH2:5][CH2:4][CH2:3][CH2:2]1.